Dataset: Forward reaction prediction with 1.9M reactions from USPTO patents (1976-2016). Task: Predict the product of the given reaction. (1) Given the reactants [F:1][C:2]1[C:10]([F:11])=[CH:9][CH:8]=[C:7]2[C:3]=1[CH2:4][C:5]([NH:15][C:16](=[O:28])[C:17]1[CH:22]=[CH:21][CH:20]=[C:19]([CH3:23])[C:18]=1[CH:24]=[C:25]([CH3:27])[CH3:26])([C:12]([OH:14])=[O:13])[CH2:6]2, predict the reaction product. The product is: [F:1][C:2]1[C:10]([F:11])=[CH:9][CH:8]=[C:7]2[C:3]=1[CH2:4][C:5]([NH:15][C:16](=[O:28])[C:17]1[CH:22]=[CH:21][CH:20]=[C:19]([CH3:23])[C:18]=1[CH2:24][CH:25]([CH3:26])[CH3:27])([C:12]([OH:14])=[O:13])[CH2:6]2. (2) Given the reactants Br.[CH2:2]([O:4][C:5](=[O:16])[CH2:6][C:7]1[N:8]=[C:9]2[N:13]([CH:14]=1)[CH:12]=[C:11]([CH3:15])[S:10]2)[CH3:3].C(=O)([O-])[O-].[K+].[K+], predict the reaction product. The product is: [CH3:15][C:11]1[S:10][C:9]2=[N:8][C:7]([CH2:6][C:5]([O:4][CH2:2][CH3:3])=[O:16])=[CH:14][N:13]2[CH:12]=1. (3) The product is: [F:1][C:2]1[CH:24]=[CH:23][CH:22]=[CH:21][C:3]=1[O:4][C:5]1[C:18](=[O:19])[N:17]([CH3:20])[C:8]2[N:9]=[C:10]([NH:25][CH:26]([CH2:27][OH:28])[CH2:29][CH2:30][S:31][CH3:32])[N:11]=[CH:12][C:7]=2[CH:6]=1. Given the reactants [F:1][C:2]1[CH:24]=[CH:23][CH:22]=[CH:21][C:3]=1[O:4][C:5]1[C:18](=[O:19])[N:17]([CH3:20])[C:8]2[N:9]=[C:10](S(C)(=O)=O)[N:11]=[CH:12][C:7]=2[CH:6]=1.[NH2:25][CH:26]([CH2:29][CH2:30][S:31][CH3:32])[CH2:27][OH:28].CO.O, predict the reaction product. (4) Given the reactants [CH3:1][O:2][C:3]1[C:8]2[N:9](COCC[Si](C)(C)C)[CH:10]=[C:11]([C:12]3[CH:17]=[CH:16][CH:15]=[CH:14][C:13]=3[CH3:18])[C:7]=2[C:6]([C:27]#[N:28])=[CH:5][N:4]=1.C([SiH](CC)CC)C, predict the reaction product. The product is: [CH3:1][O:2][C:3]1[C:8]2[NH:9][CH:10]=[C:11]([C:12]3[CH:17]=[CH:16][CH:15]=[CH:14][C:13]=3[CH3:18])[C:7]=2[C:6]([C:27]#[N:28])=[CH:5][N:4]=1. (5) Given the reactants [N+:1]([C:4]1[CH:5]=[C:6]2[C:11](=[CH:12][CH:13]=1)[NH:10][C:9](=O)[NH:8][C:7]2=O)([O-:3])=[O:2].CN1CCN(C)C1=O.P(Cl)(Cl)([Cl:26])=O.C(N(CC)CC)C.[CH:36]1([NH2:41])[CH2:40][CH2:39][CH2:38][CH2:37]1, predict the reaction product. The product is: [Cl:26][C:9]1[N:8]=[C:7]([NH:41][CH:36]2[CH2:40][CH2:39][CH2:38][CH2:37]2)[C:6]2[C:11](=[CH:12][CH:13]=[C:4]([N+:1]([O-:3])=[O:2])[CH:5]=2)[N:10]=1. (6) Given the reactants [Cl:1][C:2]1[N:10]=[C:9]2[C:5]([NH:6][CH:7]=[N:8]2)=[C:4](Cl)[N:3]=1.[Cl:12][C:13]1[C:21]([Cl:22])=[CH:20][C:16]2[N:17]=[CH:18][NH:19][C:15]=2[CH:14]=1, predict the reaction product. The product is: [Cl:1][C:2]1[N:10]=[C:9]2[C:5]([N:6]=[CH:7][NH:8]2)=[C:4]([N:17]2[C:16]3[CH:20]=[C:21]([Cl:22])[C:13]([Cl:12])=[CH:14][C:15]=3[N:19]=[CH:18]2)[N:3]=1. (7) Given the reactants [NH2:1][CH2:2][C:3]([N:5]([C:7]1[CH:12]=[CH:11][C:10]([Cl:13])=[C:9]([CH:14]([O:22][C:23]2[C:31]3[N:30]=[C:29]([CH2:32][CH3:33])[NH:28][C:27]=3[CH:26]=[CH:25][CH:24]=2)CC2C=CC=CN=2)[C:8]=1[Cl:34])[CH3:6])=[O:4].[CH3:35][NH:36][C:37]([N:39]1[CH2:44][CH2:43][N:42]([CH2:45][CH2:46][C:47]([OH:49])=O)[CH2:41][CH2:40]1)=[O:38].ClC1C(COC2C3N=C(OC)N([CH2:70][C:71]4[CH:76]=[CH:75][CH:74]=[CH:73][N:72]=4)C=3C=CC=2)=C(Cl)C=CC=1N(C)C(=O)CNC(=O)CCC1C=CC(C(NCCOC)=O)=CC=1, predict the reaction product. The product is: [Cl:34][C:8]1[C:9]([CH2:14][O:22][C:23]2[C:31]3[N:30]=[C:29]([CH2:32][CH3:33])[N:28]([CH2:70][C:71]4[CH:76]=[CH:75][CH:74]=[CH:73][N:72]=4)[C:27]=3[CH:26]=[CH:25][CH:24]=2)=[C:10]([Cl:13])[CH:11]=[CH:12][C:7]=1[N:5]([CH3:6])[C:3](=[O:4])[CH2:2][NH:1][C:47](=[O:49])[CH2:46][CH2:45][N:42]1[CH2:41][CH2:40][N:39]([C:37]([NH:36][CH3:35])=[O:38])[CH2:44][CH2:43]1. (8) Given the reactants [N+:1]([C:4]1[O:8][C:7]([C:9](Cl)=[O:10])=[CH:6][CH:5]=1)([O-:3])=[O:2].[N:12]1[CH:17]=[CH:16][CH:15]=[CH:14][C:13]=1[N:18]1[CH2:23][CH2:22][N:21]([C:24]2[CH:25]=[C:26]([NH2:30])[CH:27]=[CH:28][CH:29]=2)[CH2:20][CH2:19]1.CCN(CC)CC, predict the reaction product. The product is: [N:12]1[CH:17]=[CH:16][CH:15]=[CH:14][C:13]=1[N:18]1[CH2:23][CH2:22][N:21]([C:24]2[CH:25]=[C:26]([NH:30][C:9]([C:7]3[O:8][C:4]([N+:1]([O-:3])=[O:2])=[CH:5][CH:6]=3)=[O:10])[CH:27]=[CH:28][CH:29]=2)[CH2:20][CH2:19]1. (9) The product is: [C:1]([O:5][C@@H:6]([C:12]1[C:13]([CH3:34])=[N:14][C:15]([CH3:33])=[C:16]([C:26]2[CH:27]=[CH:28][C:29]([O:32][CH2:41][C:38]3[S:37][C:36]([Cl:35])=[N:40][CH:39]=3)=[CH:30][CH:31]=2)[C:17]=1[N:18]1[CH2:19][CH2:20][C:21]([CH3:25])([CH3:24])[CH2:22][CH2:23]1)[C:7]([OH:9])=[O:8])([CH3:3])([CH3:2])[CH3:4]. Given the reactants [C:1]([O:5][C@@H:6]([C:12]1[C:13]([CH3:34])=[N:14][C:15]([CH3:33])=[C:16]([C:26]2[CH:31]=[CH:30][C:29]([OH:32])=[CH:28][CH:27]=2)[C:17]=1[N:18]1[CH2:23][CH2:22][C:21]([CH3:25])([CH3:24])[CH2:20][CH2:19]1)[C:7]([O:9]CC)=[O:8])([CH3:4])([CH3:3])[CH3:2].[Cl:35][C:36]1[S:37][C:38]([CH2:41]O)=[CH:39][N:40]=1.C1C=CC(P(C2C=CC=CC=2)C2C=CC=CC=2)=CC=1.CCOC(/N=N/C(OCC)=O)=O.[OH-].[Na+], predict the reaction product.